From a dataset of Forward reaction prediction with 1.9M reactions from USPTO patents (1976-2016). Predict the product of the given reaction. (1) Given the reactants [CH2:1]([C:5]1[N:6]=[C:7]([CH3:27])[NH:8][C:9](=[O:26])[C:10]=1[CH2:11][C:12]1[CH:17]=[CH:16][C:15]([C:18]2[C:19]([C:24]#[N:25])=[CH:20][CH:21]=[CH:22][CH:23]=2)=[CH:14][CH:13]=1)[CH2:2][CH2:3][CH3:4].[H-].[Na+].Br[CH2:31][CH2:32][C:33]1[CH:38]=[CH:37][CH:36]=[CH:35][CH:34]=1.[Cl-].O[NH3+:41].[C:42](=[O:45])([O-])[OH:43].[Na+], predict the reaction product. The product is: [CH2:1]([C:5]1[N:6]=[C:7]([CH3:27])[N:8]([CH2:31][CH2:32][C:33]2[CH:38]=[CH:37][CH:36]=[CH:35][CH:34]=2)[C:9](=[O:26])[C:10]=1[CH2:11][C:12]1[CH:17]=[CH:16][C:15]([C:18]2[CH:23]=[CH:22][CH:21]=[CH:20][C:19]=2[C:24]2[NH:41][C:42](=[O:45])[O:43][N:25]=2)=[CH:14][CH:13]=1)[CH2:2][CH2:3][CH3:4]. (2) Given the reactants CC(C)([O-])C.[K+].[F:7][C:8]([F:17])([F:16])[C:9]1[CH:10]=[C:11]([OH:15])[CH:12]=[CH:13][CH:14]=1.[CH2:18]([O:20][C:21](=[O:26])[CH:22]=[C:23](Cl)[CH3:24])[CH3:19], predict the reaction product. The product is: [CH2:18]([O:20][C:21](=[O:26])/[CH:22]=[C:23](/[O:15][C:11]1[CH:12]=[CH:13][CH:14]=[C:9]([C:8]([F:16])([F:17])[F:7])[CH:10]=1)\[CH3:24])[CH3:19]. (3) Given the reactants [OH:1][C:2]1[CH:3]=[C:4]([CH:8]=[C:9]([OH:11])[CH:10]=1)[C:5]([OH:7])=[O:6].S(=O)(=O)(O)O.[K+].[Br-].[CH2:19](O)[CH3:20], predict the reaction product. The product is: [CH2:19]([O:6][C:5](=[O:7])[C:4]1[CH:3]=[C:2]([OH:1])[CH:10]=[C:9]([OH:11])[CH:8]=1)[CH3:20]. (4) The product is: [NH2:2][CH:10]([C:9]([CH3:13])([CH3:12])[CH2:8][O:7][CH3:6])[C:3]#[N:4]. Given the reactants [Cl-].[NH4+:2].[C-:3]#[N:4].[K+].[CH3:6][O:7][CH2:8][C:9]([CH3:13])([CH3:12])[CH:10]=O, predict the reaction product. (5) Given the reactants [Cl-].[C:2]([C:5]1[CH:24]=[CH:23][C:8]([CH2:9][N:10]([CH2:15][CH2:16][NH+:17]2[CH2:22][CH2:21][O:20][CH2:19][CH2:18]2)[S:11]([CH3:14])(=[O:13])=[O:12])=[CH:7][CH:6]=1)([OH:4])=[O:3].[Cl:25][C:26]1[CH:27]=[N+:28]([O-:51])[CH:29]=[C:30]([Cl:50])[C:31]=1[CH2:32][C@@H:33]([C:35]1[CH:40]=[CH:39][C:38]([O:41][CH:42]([F:44])[F:43])=[C:37]([O:45][CH2:46][CH:47]2[CH2:49][CH2:48]2)[CH:36]=1)O.C(Cl)CCl.C(O)C, predict the reaction product. The product is: [Cl:25][C:26]1[CH:27]=[N+:28]([O-:51])[CH:29]=[C:30]([Cl:50])[C:31]=1[CH2:32][C@@H:33]([C:35]1[CH:40]=[CH:39][C:38]([O:41][CH:42]([F:44])[F:43])=[C:37]([O:45][CH2:46][CH:47]2[CH2:49][CH2:48]2)[CH:36]=1)[O:3][C:2](=[O:4])[C:5]1[CH:6]=[CH:7][C:8]([CH2:9][N:10]([CH2:15][CH2:16][N:17]2[CH2:22][CH2:21][O:20][CH2:19][CH2:18]2)[S:11]([CH3:14])(=[O:12])=[O:13])=[CH:23][CH:24]=1. (6) Given the reactants Br[CH2:2][CH2:3][CH2:4][CH2:5][CH2:6][CH2:7][O:8][CH2:9][CH2:10][CH2:11][CH2:12][C:13]1[CH:18]=[CH:17][CH:16]=[C:15]([S:19]([CH:22]2[CH2:26][CH2:25][CH2:24][CH2:23]2)(=[O:21])=[O:20])[CH:14]=1.[CH2:27]([NH2:34])[C:28]1[CH:33]=[CH:32][CH:31]=[CH:30][CH:29]=1, predict the reaction product. The product is: [CH2:27]([NH:34][CH2:2][CH2:3][CH2:4][CH2:5][CH2:6][CH2:7][O:8][CH2:9][CH2:10][CH2:11][CH2:12][C:13]1[CH:18]=[CH:17][CH:16]=[C:15]([S:19]([CH:22]2[CH2:26][CH2:25][CH2:24][CH2:23]2)(=[O:21])=[O:20])[CH:14]=1)[C:28]1[CH:33]=[CH:32][CH:31]=[CH:30][CH:29]=1.